From a dataset of Full USPTO retrosynthesis dataset with 1.9M reactions from patents (1976-2016). Predict the reactants needed to synthesize the given product. (1) Given the product [CH2:28]([O:27][C:23]1[CH:22]=[C:21]([CH:26]=[CH:25][CH:24]=1)[CH2:20][O:19][C:17]1[C:10]2[CH:11]=[C:12]([C:14](=[O:16])[CH3:15])[O:13][C:9]=2[CH:8]=[C:7]([OH:6])[CH:18]=1)[C:29]1[CH:30]=[CH:31][CH:32]=[CH:33][CH:34]=1, predict the reactants needed to synthesize it. The reactants are: FC(F)(F)S([O:6][C:7]1[CH:18]=[C:17]([O:19][CH2:20][C:21]2[CH:26]=[CH:25][CH:24]=[C:23]([O:27][CH2:28][C:29]3[CH:34]=[CH:33][CH:32]=[CH:31][CH:30]=3)[CH:22]=2)[C:10]2[CH:11]=[C:12]([C:14](=[O:16])[CH3:15])[O:13][C:9]=2[CH:8]=1)(=O)=O.O1CCOCC1.[OH-].C([N+](CCCC)(CCCC)CCCC)CCC.C1COCC1. (2) The reactants are: Br[C:2](Br)=[CH:3][C:4]1[C:9]([CH2:10][CH3:11])=[CH:8][CH:7]=[CH:6][C:5]=1[CH2:12][CH3:13].[CH2:15]([NH2:18])[CH2:16][NH2:17]. Given the product [CH2:12]([C:5]1[CH:6]=[CH:7][CH:8]=[C:9]([CH2:10][CH3:11])[C:4]=1[CH2:3][C:2]1[NH:17][CH2:16][CH2:15][N:18]=1)[CH3:13], predict the reactants needed to synthesize it. (3) Given the product [C:14]1([N:11]2[CH2:12][CH:9]([OH:8])[CH2:10]2)[CH:19]=[CH:18][CH:17]=[CH:16][CH:15]=1, predict the reactants needed to synthesize it. The reactants are: CC(C)([O-])C.[Na+].Cl.[OH:8][CH:9]1[CH2:12][NH:11][CH2:10]1.Br[C:14]1[CH:19]=[CH:18][CH:17]=[CH:16][CH:15]=1.C1(P(C2C=CC=CC=2)C2C=CC3C(=CC=CC=3)C=2C2C3C(=CC=CC=3)C=CC=2P(C2C=CC=CC=2)C2C=CC=CC=2)C=CC=CC=1. (4) Given the product [OH:2][C:3]1[CH:13]=[CH:12][C:6]([C:7]2[N:23]([CH:24]3[CH2:25][CH2:26][CH2:27][CH2:28][CH2:29]3)[C:22]3[CH:21]=[CH:20][C:17]([C:18]#[N:19])=[CH:16][C:15]=3[N:14]=2)=[CH:5][CH:4]=1, predict the reactants needed to synthesize it. The reactants are: Cl.[OH:2][C:3]1[CH:13]=[CH:12][C:6]([C:7](=N)OCC)=[CH:5][CH:4]=1.[NH2:14][C:15]1[CH:16]=[C:17]([CH:20]=[CH:21][C:22]=1[NH:23][CH:24]1[CH2:29][CH2:28][CH2:27][CH2:26][CH2:25]1)[C:18]#[N:19]. (5) Given the product [F:1][C:2]1([F:32])[CH2:3][CH2:4][N:5]([C:8]([C:10]2[N:11]([CH2:40][C:41]([F:44])([F:43])[F:42])[C:12]3[C:17]([CH:18]=2)=[CH:16][C:15]([C:19]([N:21]2[CH2:25][CH2:24][C@@H:23]([N:46]([CH3:47])[CH3:45])[CH2:22]2)=[O:20])=[CH:14][CH:13]=3)=[O:9])[CH2:6][CH2:7]1, predict the reactants needed to synthesize it. The reactants are: [F:1][C:2]1([F:32])[CH2:7][CH2:6][N:5]([C:8]([C:10]2[NH:11][C:12]3[C:17]([CH:18]=2)=[CH:16][C:15]([C:19]([N:21]2[CH2:25][CH2:24][CH2:23][C@@H:22]2CN2CCCC2)=[O:20])=[CH:14][CH:13]=3)=[O:9])[CH2:4][CH2:3]1.[H-].[Na+].CS(O[CH2:40][C:41]([F:44])([F:43])[F:42])(=O)=O.[CH3:45][N:46](C)[CH:47]=O. (6) Given the product [Br:41][C:42]1[N:46]([CH2:47][C:48]2[N:53]=[CH:52][CH:51]=[CH:50][N:49]=2)[N:45]=[C:44]([NH:54][C:1](=[O:9])[C:2]2[CH:7]=[CH:6][CH:5]=[N:4][CH:3]=2)[CH:43]=1, predict the reactants needed to synthesize it. The reactants are: [C:1]([OH:9])(=O)[C:2]1[CH:7]=[CH:6][CH:5]=[N:4][CH:3]=1.Cl.C(N=C=NCCCN(C)C)C.ON1C2C=CC=CC=2N=N1.C(N(C(C)C)CC)(C)C.[Br:41][C:42]1[N:46]([CH2:47][C:48]2[N:53]=[CH:52][CH:51]=[CH:50][N:49]=2)[N:45]=[C:44]([NH2:54])[CH:43]=1. (7) Given the product [O:4]1[C:8]2[CH:9]=[CH:10][CH:11]=[C:12]([N:13]3[CH2:18][CH2:17][N:16]([CH2:19][CH2:20][C@H:21]4[CH2:26][CH2:25][C@H:24]([NH:27][C:33]([C:29]5([OH:28])[CH2:32][CH2:31][CH2:30]5)=[O:34])[CH2:23][CH2:22]4)[CH2:15][CH2:14]3)[C:7]=2[O:6][CH2:5]1, predict the reactants needed to synthesize it. The reactants are: Cl.Cl.Cl.[O:4]1[C:8]2[CH:9]=[CH:10][CH:11]=[C:12]([N:13]3[CH2:18][CH2:17][N:16]([CH2:19][CH2:20][C@H:21]4[CH2:26][CH2:25][C@H:24]([NH2:27])[CH2:23][CH2:22]4)[CH2:15][CH2:14]3)[C:7]=2[O:6][CH2:5]1.[OH:28][C:29]1([C:33](O)=[O:34])[CH2:32][CH2:31][CH2:30]1.